From a dataset of Forward reaction prediction with 1.9M reactions from USPTO patents (1976-2016). Predict the product of the given reaction. (1) The product is: [NH2:19][C@@H:14]([C:15]([CH3:18])([CH3:17])[CH3:16])[C:13]([N:4]1[C@H:3]([CH2:2][OH:1])[CH2:12][C:11]2[C:6](=[CH:7][CH:8]=[CH:9][CH:10]=2)[CH2:5]1)=[O:27]. Given the reactants [OH:1][CH2:2][C@@H:3]1[CH2:12][C:11]2[C:6](=[CH:7][CH:8]=[CH:9][CH:10]=2)[CH2:5][N:4]1[C:13](=[O:27])[C@@H:14]([NH:19]C(=O)OC(C)(C)C)[C:15]([CH3:18])([CH3:17])[CH3:16].Cl, predict the reaction product. (2) The product is: [CH3:20][O:19][C@@H:13]([C@@H:9]1[CH2:10][CH2:11][CH2:12][N:8]1[C:6]([O:5][C:1]([CH3:2])([CH3:3])[CH3:4])=[O:7])[C@@H:14]([CH3:18])[C:15](=[O:17])[NH:30][C@H:29]([C:31]1[S:32][CH:33]=[CH:34][N:35]=1)[CH2:28][C:22]1[CH:27]=[CH:26][CH:25]=[CH:24][CH:23]=1. Given the reactants [C:1]([O:5][C:6]([N:8]1[CH2:12][CH2:11][CH2:10][C@H:9]1[C@H:13]([O:19][CH3:20])[C@@H:14]([CH3:18])[C:15]([OH:17])=O)=[O:7])([CH3:4])([CH3:3])[CH3:2].Cl.[C:22]1([CH2:28][C@@H:29]([C:31]2[S:32][CH:33]=[CH:34][N:35]=2)[NH2:30])[CH:27]=[CH:26][CH:25]=[CH:24][CH:23]=1.C(P(C#N)(CC)=O)C.C(N(CC)CC)C, predict the reaction product. (3) Given the reactants [NH2:1][C:2]1[N:7]=[CH:6][N:5]=[C:4]([NH:8][C@H:9]([C:11]2[N:16]([C:17]3[CH:22]=[CH:21][CH:20]=[CH:19][CH:18]=3)[C:15](=[O:23])[C:14]3=[C:24]([CH3:27])[CH:25]=[CH:26][N:13]3[N:12]=2)[CH3:10])[C:3]=1Br.[CH3:29][S:30]([NH:33][C:34]1[CH:35]=[C:36](B(O)O)[CH:37]=[C:38]([CH:40]([F:42])[F:41])[CH:39]=1)(=[O:32])=[O:31].C(=O)([O-])[O-].[Cs+].[Cs+], predict the reaction product. The product is: [NH2:1][C:2]1[C:3]([C:36]2[CH:35]=[C:34]([NH:33][S:30]([CH3:29])(=[O:31])=[O:32])[CH:39]=[C:38]([CH:40]([F:42])[F:41])[CH:37]=2)=[C:4]([NH:8][C@H:9]([C:11]2[N:16]([C:17]3[CH:22]=[CH:21][CH:20]=[CH:19][CH:18]=3)[C:15](=[O:23])[C:14]3=[C:24]([CH3:27])[CH:25]=[CH:26][N:13]3[N:12]=2)[CH3:10])[N:5]=[CH:6][N:7]=1. (4) The product is: [CH2:34]([N:14]([CH2:12][CH3:13])[C:15]1[CH:24]=[C:23]2[C:18]([C:19]([C:26]3[CH:31]=[CH:30][C:29]([O:32][CH3:33])=[CH:28][CH:27]=3)=[C:20]([CH:36]=[O:37])[C:21](=[O:25])[O:22]2)=[CH:17][CH:16]=1)[CH3:35]. Given the reactants O=P(Cl)(Cl)Cl.C[N+](C)=CCl.[Cl-].[CH2:12]([N:14]([CH2:34][CH3:35])[C:15]1[CH:24]=[C:23]2[C:18]([C:19]([C:26]3[CH:31]=[CH:30][C:29]([O:32][CH3:33])=[CH:28][CH:27]=3)=[CH:20][C:21](=[O:25])[O:22]2)=[CH:17][CH:16]=1)[CH3:13].[C:36]([O-])(O)=[O:37].[Na+], predict the reaction product. (5) Given the reactants [Cl:1][S:2]([OH:5])(=O)=[O:3].[Br:6][C:7]1[CH:16]=[CH:15][CH:14]=[C:13]2[C:8]=1[CH2:9][CH2:10][CH2:11][CH2:12]2, predict the reaction product. The product is: [Br:6][C:7]1[C:8]2[CH2:9][CH2:10][CH2:11][CH2:12][C:13]=2[C:14]([S:2]([Cl:1])(=[O:5])=[O:3])=[CH:15][CH:16]=1. (6) Given the reactants Br[CH2:2][C:3]([C:5]1[C:6](=[O:19])[O:7][C:8]2[C:13]([CH:14]=1)=[CH:12][CH:11]=[C:10]([O:15][CH2:16][CH2:17][OH:18])[CH:9]=2)=O.[CH3:20][C:21]1[C:22]([NH2:28])=[N:23][CH:24]=[C:25]([CH3:27])[N:26]=1, predict the reaction product. The product is: [CH3:27][C:25]1[N:26]=[C:21]([CH3:20])[C:22]2[N:23]([CH:2]=[C:3]([C:5]3[C:6](=[O:19])[O:7][C:8]4[C:13]([CH:14]=3)=[CH:12][CH:11]=[C:10]([O:15][CH2:16][CH2:17][OH:18])[CH:9]=4)[N:28]=2)[CH:24]=1. (7) Given the reactants [F:1][CH2:2][CH:3]1[CH2:7][C:6]2([CH2:12][CH2:11][N:10](C(OC(C)(C)C)=O)[CH2:9][CH2:8]2)[C:5](=[O:20])[N:4]1[C:21]1[CH2:22][O:23][C:24](=[O:26])[CH:25]=1.FC(F)(F)C(O)=O, predict the reaction product. The product is: [F:1][CH2:2][CH:3]1[CH2:7][C:6]2([CH2:12][CH2:11][NH:10][CH2:9][CH2:8]2)[C:5](=[O:20])[N:4]1[C:21]1[CH2:22][O:23][C:24](=[O:26])[CH:25]=1.